Dataset: Reaction yield outcomes from USPTO patents with 853,638 reactions. Task: Predict the reaction yield, written as a fraction of the theoretical maximum amount of product (1.0 means a 100% yield; for example, 0.34 means a 34% yield). The reactants are CN(C)C=O.Cl[CH2:7][C:8]1[O:12][N:11]=[C:10]([C:13]2[CH:14]=[CH:15][C:16]([CH3:51])=[C:17]([N:19]([CH2:36][C:37]([N:39]([N:41]3[CH2:49][C:48]4[C:43](=[CH:44][CH:45]=[C:46]([F:50])[CH:47]=4)[CH2:42]3)[CH3:40])=[O:38])[CH2:20][C:21]([NH:23][CH2:24][CH2:25][N:26]([C:29]([O:31][C:32]([CH3:35])([CH3:34])[CH3:33])=[O:30])[CH2:27][CH3:28])=[O:22])[CH:18]=2)[N:9]=1.[C:52]([O-:55])(=[O:54])[CH3:53].[Na+].C(OCC)(=O)C.CCCCCC. The catalyst is O. The product is [C:52]([O:55][CH2:7][C:8]1[O:12][N:11]=[C:10]([C:13]2[CH:14]=[CH:15][C:16]([CH3:51])=[C:17]([N:19]([CH2:36][C:37]([N:39]([N:41]3[CH2:49][C:48]4[C:43](=[CH:44][CH:45]=[C:46]([F:50])[CH:47]=4)[CH2:42]3)[CH3:40])=[O:38])[CH2:20][C:21]([NH:23][CH2:24][CH2:25][N:26]([C:29]([O:31][C:32]([CH3:35])([CH3:34])[CH3:33])=[O:30])[CH2:27][CH3:28])=[O:22])[CH:18]=2)[N:9]=1)(=[O:54])[CH3:53]. The yield is 0.900.